This data is from Reaction yield outcomes from USPTO patents with 853,638 reactions. The task is: Predict the reaction yield, written as a fraction of the theoretical maximum amount of product (1.0 means a 100% yield; for example, 0.34 means a 34% yield). (1) The reactants are C(N(CC)CC)C.[CH2:8]([O:12][C:13]1[CH:18]=[CH:17][C:16]([S:19](Cl)(=[O:21])=[O:20])=[CH:15][CH:14]=1)[C:9]#[C:10][CH3:11].[NH2:23][CH2:24][C:25]([N:34]1[CH2:39][CH2:38][N:37]([C:40]([O:42][C:43]([CH3:46])([CH3:45])[CH3:44])=[O:41])[CH2:36][CH2:35]1)([C:30]([O:32][CH3:33])=[O:31])[C:26]([O:28][CH3:29])=[O:27]. The catalyst is ClCCl. The product is [C:43]([O:42][C:40]([N:37]1[CH2:38][CH2:39][N:34]([C:25]([CH2:24][NH:23][S:19]([C:16]2[CH:17]=[CH:18][C:13]([O:12][CH2:8][C:9]#[C:10][CH3:11])=[CH:14][CH:15]=2)(=[O:21])=[O:20])([C:30]([O:32][CH3:33])=[O:31])[C:26]([O:28][CH3:29])=[O:27])[CH2:35][CH2:36]1)=[O:41])([CH3:45])([CH3:46])[CH3:44]. The yield is 0.510. (2) The reactants are Br[C:2]1[CH:3]=[N:4][C:5]2[C:10]([CH:11]=1)=[CH:9][CH:8]=[CH:7][CH:6]=2.[CH2:12]([OH:15])[C:13]#[CH:14].C(N(CC)CC)C. The catalyst is C([O-])(O)=O.[Na+].[Cu]I. The product is [N:4]1[C:5]2[C:10](=[CH:9][CH:8]=[CH:7][CH:6]=2)[CH:11]=[C:2]([C:14]#[C:13][CH2:12][OH:15])[CH:3]=1. The yield is 0.883. (3) The reactants are [F:1][C:2]1[CH:7]=[CH:6][C:5]([C:8]2[C:12]([CH2:13][O:14][C:15]3[CH:22]=[CH:21][C:18]([C:19]#N)=[CH:17][N:16]=3)=[C:11]([CH3:23])[O:10][N:9]=2)=[CH:4][CH:3]=1.C(O)C.[OH-:27].[Na+].[OH2:29]. No catalyst specified. The product is [F:1][C:2]1[CH:7]=[CH:6][C:5]([C:8]2[C:12]([CH2:13][O:14][C:15]3[CH:22]=[CH:21][C:18]([C:19]([OH:29])=[O:27])=[CH:17][N:16]=3)=[C:11]([CH3:23])[O:10][N:9]=2)=[CH:4][CH:3]=1. The yield is 0.830.